Dataset: Catalyst prediction with 721,799 reactions and 888 catalyst types from USPTO. Task: Predict which catalyst facilitates the given reaction. (1) Reactant: [CH2:1]([O:8][C:9](=[O:21])[NH:10][C@H:11]([C:16]1[N:17]=[N:18][NH:19][N:20]=1)[C:12]([CH3:15])([CH3:14])[CH3:13])[C:2]1[CH:7]=[CH:6][CH:5]=[CH:4][CH:3]=1.[C:22](=O)([O-])[O-].[K+].[K+].CI. Product: [CH2:1]([O:8][C:9](=[O:21])[NH:10][C@H:11]([C:16]1[N:20]=[N:19][N:18]([CH3:22])[N:17]=1)[C:12]([CH3:15])([CH3:14])[CH3:13])[C:2]1[CH:3]=[CH:4][CH:5]=[CH:6][CH:7]=1. The catalyst class is: 21. (2) Reactant: [CH2:1]([C:4]1O[C:6](=[O:14])[C:7]2[CH:13]=[CH:12][N:11]=[CH:10][C:8]=2[N:9]=1)[CH2:2][CH3:3].[CH2:15]([NH2:22])[C:16]1[CH:21]=[CH:20][CH:19]=[CH:18][CH:17]=1. Product: [CH2:1]([C:4]1[N:22]([CH2:15][C:16]2[CH:21]=[CH:20][CH:19]=[CH:18][CH:17]=2)[C:6](=[O:14])[C:7]2[CH:13]=[CH:12][N:11]=[CH:10][C:8]=2[N:9]=1)[CH2:2][CH3:3]. The catalyst class is: 22. (3) Reactant: [OH:1][CH2:2][CH:3]1[CH2:6][N:5]([C:7]([O:9][C:10]([CH3:13])([CH3:12])[CH3:11])=[O:8])[CH2:4]1.[I:14][C:15]1[CH:20]=[CH:19][CH:18]=[CH:17][C:16]=1O.N(C(N1CCCCC1)=O)=NC(N1CCCCC1)=O.C(P(CCCC)CCCC)CCC. Product: [I:14][C:15]1[CH:20]=[CH:19][CH:18]=[CH:17][C:16]=1[O:1][CH2:2][CH:3]1[CH2:6][N:5]([C:7]([O:9][C:10]([CH3:13])([CH3:12])[CH3:11])=[O:8])[CH2:4]1. The catalyst class is: 7. (4) Reactant: [NH2:1][NH2:2].[Cl:3][C:4]1[CH:9]=[CH:8][C:7]([C:10]([C:12]2[CH:13]=[CH:14][C:15]3[NH:21][C:20](=S)[CH2:19][N:18]=[C:17]([C:23]4[CH:28]=[CH:27][CH:26]=[C:25]([Cl:29])[CH:24]=4)[C:16]=3[CH:30]=2)=[O:11])=[CH:6][CH:5]=1.C([O-])([O-])=O.[K+].[K+]. Product: [Cl:3][C:4]1[CH:9]=[CH:8][C:7]([C:10]([C:12]2[CH:13]=[CH:14][C:15]3[N:21]=[C:20]([NH:1][NH2:2])[CH2:19][N:18]=[C:17]([C:23]4[CH:28]=[CH:27][CH:26]=[C:25]([Cl:29])[CH:24]=4)[C:16]=3[CH:30]=2)=[O:11])=[CH:6][CH:5]=1. The catalyst class is: 1. (5) Reactant: [NH:1]1[CH2:6][CH2:5][CH:4]([N:7]2[C:11]3[CH:12]=[C:13]([O:16][C:17]([F:20])([F:19])[F:18])[CH:14]=[CH:15][C:10]=3[NH:9][C:8]2=[O:21])[CH2:3][CH2:2]1.O[C:23]([CH3:27])([CH3:26])[C:24]#[N:25].[O:28]1[CH2:33]CC(=O)C[CH2:29]1. Product: [O:21]=[C:8]1[N:7]([CH:4]2[CH2:5][CH2:6][N:1]([C:23]3([C:24]#[N:25])[CH2:27][CH2:33][O:28][CH2:29][CH2:26]3)[CH2:2][CH2:3]2)[C:11]2[CH:12]=[C:13]([O:16][C:17]([F:18])([F:20])[F:19])[CH:14]=[CH:15][C:10]=2[NH:9]1. The catalyst class is: 80. (6) Reactant: Br[CH2:2]/[CH:3]=[CH:4]/[C:5]([NH:7][C:8]1[CH:9]=[C:10]2[C:15](=[CH:16][C:17]=1[O:18][C@H:19]1[CH2:23][CH2:22][O:21][CH2:20]1)[N:14]=[CH:13][N:12]=[C:11]2[NH:24][C:25]1[CH:30]=[CH:29][C:28]([O:31][CH2:32][C:33]2[CH:38]=[CH:37][CH:36]=[CH:35][N:34]=2)=[C:27]([Cl:39])[CH:26]=1)=[O:6].[O:40]1[C@H:45]2[CH2:46][NH:47][CH2:48][C@H:44]2[O:43][CH2:42][CH2:41]1.CCN(C(C)C)C(C)C.O. Product: [Cl:39][C:27]1[CH:26]=[C:25]([NH:24][C:11]2[C:10]3[C:15](=[CH:16][C:17]([O:18][C@H:19]4[CH2:23][CH2:22][O:21][CH2:20]4)=[C:8]([NH:7][C:5](=[O:6])/[CH:4]=[CH:3]/[CH2:2][N:47]4[CH2:46][C@H:45]5[O:40][CH2:41][CH2:42][O:43][C@H:44]5[CH2:48]4)[CH:9]=3)[N:14]=[CH:13][N:12]=2)[CH:30]=[CH:29][C:28]=1[O:31][CH2:32][C:33]1[CH:38]=[CH:37][CH:36]=[CH:35][N:34]=1. The catalyst class is: 44. (7) Product: [C:1](/[C:3](=[C:7](/[N:14]([CH2:15][CH3:16])[CH2:12][CH3:13])\[CH3:8])/[C:4](=[S:6])[NH2:5])#[N:2]. Reactant: [C:1](/[C:3](=[C:7](/OCC)\[CH3:8])/[C:4](=[S:6])[NH2:5])#[N:2].[CH2:12]([NH:14][CH2:15][CH3:16])[CH3:13]. The catalyst class is: 8.